This data is from Full USPTO retrosynthesis dataset with 1.9M reactions from patents (1976-2016). The task is: Predict the reactants needed to synthesize the given product. (1) The reactants are: [F:1][C:2]1[C:3]([O:12][C:13]2[CH:18]=[CH:17][C:16]([CH3:19])=[CH:15][CH:14]=2)=[C:4](C(=O)C)[CH:5]=[C:6]([F:8])[CH:7]=1.C1C=C(Cl)C=[C:22]([C:27]([O:29]O)=[O:28])C=1.C(Cl)Cl.C([O-])([O-])=O.[Na+].[Na+]. Given the product [C:27]([O:29][C:4]1[CH:5]=[C:6]([F:8])[CH:7]=[C:2]([F:1])[C:3]=1[O:12][C:13]1[CH:14]=[CH:15][C:16]([CH3:19])=[CH:17][CH:18]=1)(=[O:28])[CH3:22], predict the reactants needed to synthesize it. (2) Given the product [Br:23][C:21]1[CH:20]=[CH:19][C:18]([O:24][CH2:25][C:26]2[CH:31]=[CH:30][C:29]([F:32])=[CH:28][C:27]=2[Cl:33])=[C:17]([C:12]2[N:11]([C:7]3[CH:6]=[C:5]([CH:10]=[CH:9][CH:8]=3)[C:4]([OH:34])=[O:3])[C:15]([CH3:16])=[CH:14][CH:13]=2)[CH:22]=1, predict the reactants needed to synthesize it. The reactants are: C([O:3][C:4](=[O:34])[C:5]1[CH:10]=[CH:9][CH:8]=[C:7]([N:11]2[C:15]([CH3:16])=[CH:14][CH:13]=[C:12]2[C:17]2[CH:22]=[C:21]([Br:23])[CH:20]=[CH:19][C:18]=2[O:24][CH2:25][C:26]2[CH:31]=[CH:30][C:29]([F:32])=[CH:28][C:27]=2[Cl:33])[CH:6]=1)C.[OH-].[Na+]. (3) Given the product [NH2:1][C:4]1[CH:13]=[CH:12][C:11]([NH:14][C:15](=[O:20])[C:16]([F:19])([F:17])[F:18])=[C:10]2[C:5]=1[CH:6]=[CH:7][N:8]=[CH:9]2, predict the reactants needed to synthesize it. The reactants are: [N+:1]([C:4]1[CH:13]=[CH:12][C:11]([NH:14][C:15](=[O:20])[C:16]([F:19])([F:18])[F:17])=[C:10]2[C:5]=1[CH:6]=[CH:7][N:8]=[CH:9]2)([O-])=O.C(OCC)(=O)C. (4) Given the product [OH:12][C@H:3]1[C@@H:4]([OH:17])[CH2:5][N:1]([C:6](=[O:11])[C:7]([F:9])([F:10])[F:8])[CH2:2]1, predict the reactants needed to synthesize it. The reactants are: [N:1]1([C:6](=[O:11])[C:7]([F:10])([F:9])[F:8])[CH2:5][CH:4]=[CH:3][CH2:2]1.[OH2:12].C[N+]1([O-])CC[O:17]CC1.Cl. (5) Given the product [C:32]([NH:1][C:2]1[CH:3]=[CH:4][C:5]2[C:9]([CH:10]=1)=[N:8][N:7]([CH2:11][C:12]([NH:16][C:17](=[O:29])[C:18]1[CH:19]=[CH:20][C:21]([O:24][C:25]([F:28])([F:26])[F:27])=[CH:22][CH:23]=1)([C:14]#[N:15])[CH3:13])[C:6]=2[O:30][CH3:31])(=[O:34])[CH3:33], predict the reactants needed to synthesize it. The reactants are: [NH2:1][C:2]1[CH:3]=[CH:4][C:5]2[C:9]([CH:10]=1)=[N:8][N:7]([CH2:11][C:12]([NH:16][C:17](=[O:29])[C:18]1[CH:23]=[CH:22][C:21]([O:24][C:25]([F:28])([F:27])[F:26])=[CH:20][CH:19]=1)([C:14]#[N:15])[CH3:13])[C:6]=2[O:30][CH3:31].[C:32](Cl)(=[O:34])[CH3:33].